This data is from Peptide-MHC class II binding affinity with 134,281 pairs from IEDB. The task is: Regression. Given a peptide amino acid sequence and an MHC pseudo amino acid sequence, predict their binding affinity value. This is MHC class II binding data. (1) The peptide sequence is FYTTGAVRQIFGDYKTTICG. The binding affinity (normalized) is 0.139. The MHC is H-2-IAs with pseudo-sequence H-2-IAs. (2) The peptide sequence is KFTYLINYIQDEINT. The MHC is HLA-DPA10103-DPB10301 with pseudo-sequence HLA-DPA10103-DPB10301. The binding affinity (normalized) is 0.276. (3) The peptide sequence is EKKNFAATQFEPLAA. The MHC is DRB1_0701 with pseudo-sequence DRB1_0701. The binding affinity (normalized) is 0.684. (4) The peptide sequence is LAQEAGNFERISGDL. The MHC is DRB1_1302 with pseudo-sequence DRB1_1302. The binding affinity (normalized) is 0.153. (5) The peptide sequence is RIEEVTRMAMTDTTP. The MHC is DRB1_0801 with pseudo-sequence DRB1_0801. The binding affinity (normalized) is 0.566. (6) The peptide sequence is EKKYFAATQFEPLAI. The MHC is HLA-DPA10201-DPB10101 with pseudo-sequence HLA-DPA10201-DPB10101. The binding affinity (normalized) is 0.908. (7) The peptide sequence is AQGKAFYEAVAKAHQ. The MHC is HLA-DPA10201-DPB11401 with pseudo-sequence HLA-DPA10201-DPB11401. The binding affinity (normalized) is 0.367.